Dataset: Peptide-MHC class II binding affinity with 134,281 pairs from IEDB. Task: Regression. Given a peptide amino acid sequence and an MHC pseudo amino acid sequence, predict their binding affinity value. This is MHC class II binding data. (1) The peptide sequence is VDGMAWFTPVGLAVD. The binding affinity (normalized) is 0.504. The MHC is DRB1_0901 with pseudo-sequence DRB1_0901. (2) The peptide sequence is QQIKFAALSARAVAL. The MHC is DRB1_1501 with pseudo-sequence DRB1_1501. The binding affinity (normalized) is 0.609. (3) The peptide sequence is AAATRGTTVYGAFAA. The MHC is HLA-DQA10401-DQB10402 with pseudo-sequence HLA-DQA10401-DQB10402. The binding affinity (normalized) is 0.444. (4) The peptide sequence is RDLEVVAATPTSLLI. The MHC is DRB1_0901 with pseudo-sequence DRB1_0901. The binding affinity (normalized) is 0.694. (5) The peptide sequence is PSSGCYIHFFREPTD. The MHC is DRB1_0802 with pseudo-sequence DRB1_0802. The binding affinity (normalized) is 0.482.